From a dataset of Reaction yield outcomes from USPTO patents with 853,638 reactions. Predict the reaction yield, written as a fraction of the theoretical maximum amount of product (1.0 means a 100% yield; for example, 0.34 means a 34% yield). (1) The reactants are [NH2:1][C@:2]([CH3:12])([CH2:5][CH2:6][C:7]1[O:8][CH:9]=[CH:10][CH:11]=1)[CH2:3][OH:4].[C:13](OC(OC(C)(C)C)=O)(OC(C)(C)C)=[O:14].C(N(CC)CC)C.O. The catalyst is ClCCl.CN(C)C1C=CN=CC=1. The product is [CH3:12][C@@:2]1([CH2:5][CH2:6][C:7]2[O:8][CH:9]=[CH:10][CH:11]=2)[CH2:3][O:4][C:13](=[O:14])[NH:1]1. The yield is 0.580. (2) The reactants are CO[C:3](=[O:30])[CH2:4][CH2:5][C:6]1[CH:10]=[C:9]([C:11]2[CH:12]=[N:13][CH:14]=[C:15]([O:17][CH2:18][C@@H:19]3[CH2:22][CH2:21][N:20]3[C:23]([O:25][C:26]([CH3:29])([CH3:28])[CH3:27])=[O:24])[CH:16]=2)[O:8][N:7]=1.[CH3:31][NH2:32].O. The catalyst is O1CCOCC1. The product is [CH3:31][NH:32][C:3](=[O:30])[CH2:4][CH2:5][C:6]1[CH:10]=[C:9]([C:11]2[CH:12]=[N:13][CH:14]=[C:15]([O:17][CH2:18][C@@H:19]3[CH2:22][CH2:21][N:20]3[C:23]([O:25][C:26]([CH3:28])([CH3:27])[CH3:29])=[O:24])[CH:16]=2)[O:8][N:7]=1. The yield is 0.660. (3) The reactants are [O:1]=[S:2]1(=[O:29])[CH2:7][CH2:6][N:5]([C:8]([C:10]2[NH:11][C:12]3[C:17]([CH:18]=2)=[CH:16][C:15]([O:19][CH:20]2[CH2:25][CH2:24][N:23]([CH:26]([CH3:28])[CH3:27])[CH2:22][CH2:21]2)=[CH:14][CH:13]=3)=[O:9])[CH2:4][CH2:3]1.[CH:30](CS([O-])(=O)=O)([CH3:32])[CH3:31].C(=O)([O-])[O-].[Cs+].[Cs+]. The catalyst is CN(C)C=O. The product is [O:29]=[S:2]1(=[O:1])[CH2:7][CH2:6][N:5]([C:8]([C:10]2[N:11]([CH:30]([CH3:32])[CH3:31])[C:12]3[C:17]([CH:18]=2)=[CH:16][C:15]([O:19][CH:20]2[CH2:25][CH2:24][N:23]([CH:26]([CH3:27])[CH3:28])[CH2:22][CH2:21]2)=[CH:14][CH:13]=3)=[O:9])[CH2:4][CH2:3]1. The yield is 0.470. (4) The reactants are [CH3:1][C:2]1[O:6][N:5]=[C:4]([C:7]2[CH:12]=[CH:11][CH:10]=[CH:9][CH:8]=2)[C:3]=1[CH2:13][O:14][C:15]1[CH:23]=[CH:22][C:18]([C:19]([OH:21])=O)=[CH:17][N:16]=1.F[B-](F)(F)F.N1(OC(N(C)C)=[N+](C)C)C2C=CC=CC=2N=N1.C(N(CC)C(C)C)(C)C.[CH3:55][O:56][CH2:57][CH2:58][CH2:59][NH2:60]. The catalyst is CN(C=O)C. The product is [CH3:55][O:56][CH2:57][CH2:58][CH2:59][NH:60][C:19](=[O:21])[C:18]1[CH:22]=[CH:23][C:15]([O:14][CH2:13][C:3]2[C:4]([C:7]3[CH:8]=[CH:9][CH:10]=[CH:11][CH:12]=3)=[N:5][O:6][C:2]=2[CH3:1])=[N:16][CH:17]=1. The yield is 0.820. (5) The reactants are [CH3:1][O:2][C:3](=[O:26])[CH2:4][C:5]1[C:14]([CH3:15])=[C:13](B2OC(C)(C)C(C)(C)O2)[C:12]2[C:7](=[CH:8][CH:9]=[C:10]([Cl:25])[CH:11]=2)[CH:6]=1.Br[C:28]1[CH:33]=[CH:32][C:31]([S:34][C:35]2[CH:40]=[C:39]([C:41]([F:44])([F:43])[F:42])[CH:38]=[C:37]([C:45]([F:48])([F:47])[F:46])[CH:36]=2)=[CH:30][CH:29]=1.C(=O)(O)[O-].[Na+].O. The catalyst is C(COC)OC.C1C=CC([P]([Pd]([P](C2C=CC=CC=2)(C2C=CC=CC=2)C2C=CC=CC=2)([P](C2C=CC=CC=2)(C2C=CC=CC=2)C2C=CC=CC=2)[P](C2C=CC=CC=2)(C2C=CC=CC=2)C2C=CC=CC=2)(C2C=CC=CC=2)C2C=CC=CC=2)=CC=1. The product is [CH3:1][O:2][C:3](=[O:26])[CH2:4][C:5]1[C:14]([CH3:15])=[C:13]([C:28]2[CH:29]=[CH:30][C:31]([S:34][C:35]3[CH:36]=[C:37]([C:45]([F:47])([F:46])[F:48])[CH:38]=[C:39]([C:41]([F:44])([F:42])[F:43])[CH:40]=3)=[CH:32][CH:33]=2)[C:8]2[C:7](=[CH:12][CH:11]=[C:10]([Cl:25])[CH:9]=2)[CH:6]=1. The yield is 0.270.